From a dataset of Full USPTO retrosynthesis dataset with 1.9M reactions from patents (1976-2016). Predict the reactants needed to synthesize the given product. Given the product [NH2:1][CH2:4][C:5]1[C:13]2[S:12](=[O:14])(=[O:15])[N:11]=[C:10]([C:16]3[C:17](=[O:32])[N:18]([NH:27][CH2:28][CH:29]4[CH2:30][CH2:31]4)[C:19]4[C:24]([C:25]=3[OH:26])=[CH:23][CH:22]=[CH:21][CH:20]=4)[NH:9][C:8]=2[S:7][CH:6]=1, predict the reactants needed to synthesize it. The reactants are: [N:1]([CH2:4][C:5]1[C:13]2[S:12](=[O:15])(=[O:14])[N:11]=[C:10]([C:16]3[C:17](=[O:32])[N:18]([NH:27][CH2:28][CH:29]4[CH2:31][CH2:30]4)[C:19]4[C:24]([C:25]=3[OH:26])=[CH:23][CH:22]=[CH:21][CH:20]=4)[NH:9][C:8]=2[S:7][CH:6]=1)=[N+]=[N-].C1(P(C2C=CC=CC=2)C2C=CC=CC=2)C=CC=CC=1.